This data is from Forward reaction prediction with 1.9M reactions from USPTO patents (1976-2016). The task is: Predict the product of the given reaction. (1) Given the reactants [CH:1]1([CH2:7][C:8]2[NH:12][C:11]([CH2:13][CH:14]([C:16]3[CH:21]=[CH:20][C:19]([C:22]4[C:23]([C:28]([O:30]C(C)(C)C)=[O:29])=[CH:24][CH:25]=[CH:26][CH:27]=4)=[CH:18][CH:17]=3)[CH3:15])=[N:10][CH:9]=2)[CH2:6][CH2:5][CH2:4][CH2:3][CH2:2]1.C(O)(C(F)(F)F)=O.C(Cl)Cl, predict the reaction product. The product is: [CH:1]1([CH2:7][C:8]2[NH:12][C:11]([CH2:13][CH:14]([C:16]3[CH:17]=[CH:18][C:19]([C:22]4[C:23]([C:28]([OH:30])=[O:29])=[CH:24][CH:25]=[CH:26][CH:27]=4)=[CH:20][CH:21]=3)[CH3:15])=[N:10][CH:9]=2)[CH2:6][CH2:5][CH2:4][CH2:3][CH2:2]1. (2) Given the reactants [N+:1]([CH2:4][CH2:5][CH2:6][CH2:7][CH3:8])([O-:3])=[O:2].[C:9]([O:13][CH3:14])(=[O:12])[CH:10]=[CH2:11], predict the reaction product. The product is: [N+:1]([C:4]1([CH2:11][CH2:10][C:9]([O:13][CH3:14])=[O:12])[CH2:8][CH2:7][CH2:6][CH2:5]1)([O-:3])=[O:2]. (3) Given the reactants [Si:1]([O:18][CH2:19][CH2:20][CH2:21][CH2:22][CH2:23][C:24]#[C:25][CH2:26][CH2:27][CH2:28][CH2:29]OC1CCCCO1)([C:14]([CH3:17])([CH3:16])[CH3:15])([C:8]1[CH:13]=[CH:12][CH:11]=[CH:10][CH:9]=1)[C:2]1[CH:7]=[CH:6][CH:5]=[CH:4][CH:3]=1.CC1C=CC(S([O-])(=O)=[O:45])=CC=1.C1C=C[NH+]=CC=1, predict the reaction product. The product is: [Si:1]([O:18][CH:19]([OH:45])[CH2:20][CH2:21][CH2:22][C:23]#[C:24][CH2:25][CH2:26][CH2:27][CH2:28][CH3:29])([C:14]([CH3:17])([CH3:16])[CH3:15])([C:2]1[CH:7]=[CH:6][CH:5]=[CH:4][CH:3]=1)[C:8]1[CH:9]=[CH:10][CH:11]=[CH:12][CH:13]=1. (4) Given the reactants [CH3:1][O:2][C:3]1[CH:12]=[C:11]([N:13]2[C@H:17]([CH3:18])[CH2:16][O:15][C:14]2=[O:19])[CH:10]=[CH:9][C:4]=1[C:5]([O:7]C)=[O:6].[OH-].[Na+].Cl, predict the reaction product. The product is: [CH3:1][O:2][C:3]1[CH:12]=[C:11]([N:13]2[C@H:17]([CH3:18])[CH2:16][O:15][C:14]2=[O:19])[CH:10]=[CH:9][C:4]=1[C:5]([OH:7])=[O:6]. (5) Given the reactants C(OC([NH:8][C:9]1[N:14]=[C:13]([NH:15][CH:16]2[CH2:21][CH2:20][CH2:19][N:18](C(OC(C)(C)C)=O)[CH2:17]2)[CH:12]=[CH:11][C:10]=1[C:29](=[O:34])[C:30]([F:33])([F:32])[F:31])=O)(C)(C)C.[ClH:35], predict the reaction product. The product is: [ClH:35].[NH2:8][C:9]1[C:10]([C:29](=[O:34])[C:30]([F:32])([F:33])[F:31])=[CH:11][CH:12]=[C:13]([NH:15][CH:16]2[CH2:21][CH2:20][CH2:19][NH:18][CH2:17]2)[N:14]=1. (6) Given the reactants Cl[C:2]1[CH:7]=[C:6]([C@H:8]2[O:12][C:11](=[O:13])[N:10]([CH2:14][C:15]3[CH:20]=[C:19]([C:21]([F:24])([F:23])[F:22])[CH:18]=[CH:17][C:16]=3[C:25]3[CH:26]=[C:27]([C:33]4[CH:38]=[CH:37][C:36]([C:39]([O:41][CH3:42])=[O:40])=[CH:35][C:34]=4[CH3:43])[CH:28]=[CH:29][C:30]=3[O:31][CH3:32])[C@H:9]2[CH3:44])[CH:5]=[CH:4][N:3]=1.[CH3:45]B1OB(C)OB(C)O1, predict the reaction product. The product is: [CH3:32][O:31][C:30]1[CH:29]=[CH:28][C:27]([C:33]2[CH:38]=[CH:37][C:36]([C:39]([O:41][CH3:42])=[O:40])=[CH:35][C:34]=2[CH3:43])=[CH:26][C:25]=1[C:16]1[CH:17]=[CH:18][C:19]([C:21]([F:24])([F:23])[F:22])=[CH:20][C:15]=1[CH2:14][N:10]1[C@@H:9]([CH3:44])[C@@H:8]([C:6]2[CH:5]=[CH:4][N:3]=[C:2]([CH3:45])[CH:7]=2)[O:12][C:11]1=[O:13]. (7) Given the reactants Cl.Cl.[NH2:3][CH2:4][CH2:5][CH2:6][CH2:7][NH2:8].CC(C)([O-])C.[Na+].C1C=CC(P(C2C(C3C(P(C4C=CC=CC=4)C4C=CC=CC=4)=CC=C4C=3C=CC=C4)=C3C(C=CC=C3)=CC=2)C2C=CC=CC=2)=CC=1.Br[C:62]1[CH:67]=[CH:66][C:65]([F:68])=[CH:64][C:63]=1[F:69], predict the reaction product. The product is: [F:68][C:65]1[CH:64]=[C:63]([F:69])[CH:62]=[CH:67][C:66]=1[NH:3][CH2:4][CH2:5][CH2:6][CH2:7][NH2:8].